Dataset: Forward reaction prediction with 1.9M reactions from USPTO patents (1976-2016). Task: Predict the product of the given reaction. (1) Given the reactants [NH:1]1[CH:5]=[CH:4][CH:3]=[C:2]1[C:6]([O:8][CH3:9])=[O:7].[Br:10][C:11]1[CH:16]=[CH:15][C:14]([CH2:17][C:18](O)=[O:19])=[CH:13][CH:12]=1.Cl[CH2:22][CH2:23]Cl, predict the reaction product. The product is: [Br:10][C:11]1[CH:16]=[CH:15][C:14]([CH2:17][CH:18]2[C:4]3[CH:3]=[C:2]([C:6]([O:8][CH3:9])=[O:7])[NH:1][C:5]=3[CH2:23][CH2:22]2)=[CH:13][CH:12]=1.[Br:10][C:11]1[CH:16]=[CH:15][C:14]([CH2:17][C:18]([C:4]2[CH:3]=[C:2]([C:6]([O:8][CH3:9])=[O:7])[NH:1][CH:5]=2)=[O:19])=[CH:13][CH:12]=1. (2) Given the reactants [F:1][C:2]1[CH:7]=[CH:6][C:5]([F:8])=[CH:4][C:3]=1[C@H:9]1[CH2:13][CH2:12][CH2:11][N:10]1[C:14]1[CH:19]=[CH:18][N:17]2[N:20]=[CH:21][C:22]([NH2:23])=[C:16]2[N:15]=1.[CH3:24][O:25][C:26]([C:28]1([C:31](O)=[O:32])[CH2:30][CH2:29]1)=[O:27].CN(C(ON1N=NC2C=CC=NC1=2)=[N+](C)C)C.F[P-](F)(F)(F)(F)F.CCN(C(C)C)C(C)C, predict the reaction product. The product is: [F:1][C:2]1[CH:7]=[CH:6][C:5]([F:8])=[CH:4][C:3]=1[C@H:9]1[CH2:13][CH2:12][CH2:11][N:10]1[C:14]1[CH:19]=[CH:18][N:17]2[N:20]=[CH:21][C:22]([NH:23][C:31]([C:28]3([C:26]([O:25][CH3:24])=[O:27])[CH2:30][CH2:29]3)=[O:32])=[C:16]2[N:15]=1. (3) Given the reactants [Cl:1][C:2]1[N:7]=[C:6](Cl)[C:5]([N+:9]([O-:11])=[O:10])=[CH:4][N:3]=1.[C:12]([O:16][C:17]([N:19]1[CH2:24][CH2:23][NH:22][CH2:21][CH2:20]1)=[O:18])([CH3:15])([CH3:14])[CH3:13], predict the reaction product. The product is: [C:12]([O:16][C:17]([N:19]1[CH2:24][CH2:23][N:22]([C:6]2[C:5]([N+:9]([O-:11])=[O:10])=[CH:4][N:3]=[C:2]([Cl:1])[N:7]=2)[CH2:21][CH2:20]1)=[O:18])([CH3:15])([CH3:13])[CH3:14]. (4) Given the reactants F[C:2]1[CH:3]=[C:4]([C:11]2[N:18]3[C:14]([O:15][CH:16]=[CH:17]3)=[N:13][C:12]=2[C:19]2[CH:24]=[CH:23][C:22]([F:25])=[CH:21][CH:20]=2)[CH:5]=[CH:6][C:7]=1[N+:8]([O-:10])=[O:9].[CH3:26][C:27]([CH3:31])([CH3:30])[CH2:28][NH2:29], predict the reaction product. The product is: [CH3:26][C:27]([CH3:31])([CH3:30])[CH2:28][NH:29][C:2]1[CH:3]=[C:4]([C:11]2[N:18]3[C:14]([O:15][CH:16]=[CH:17]3)=[N:13][C:12]=2[C:19]2[CH:20]=[CH:21][C:22]([F:25])=[CH:23][CH:24]=2)[CH:5]=[CH:6][C:7]=1[N+:8]([O-:10])=[O:9].